Predict the product of the given reaction. From a dataset of Forward reaction prediction with 1.9M reactions from USPTO patents (1976-2016). (1) Given the reactants C[O:2][C:3](=[O:26])[CH2:4][CH2:5][N:6]1[CH2:10][CH2:9][CH2:8][C@H:7]1[CH2:11][O:12][C:13]1[CH:18]=[CH:17][C:16]([CH2:19][C:20]2[CH:25]=[CH:24][CH:23]=[CH:22][CH:21]=2)=[CH:15][CH:14]=1.[ClH:27], predict the reaction product. The product is: [ClH:27].[CH2:19]([C:16]1[CH:17]=[CH:18][C:13]([O:12][CH2:11][C@@H:7]2[CH2:8][CH2:9][CH2:10][N:6]2[CH2:5][CH2:4][C:3]([OH:26])=[O:2])=[CH:14][CH:15]=1)[C:20]1[CH:21]=[CH:22][CH:23]=[CH:24][CH:25]=1. (2) Given the reactants [Cl:1][C:2]1[CH:8]=[CH:7][C:5]([NH2:6])=[CH:4][C:3]=1[N+:9]([O-:11])=[O:10].[C:12](OC(=O)C)(=[O:14])[CH3:13], predict the reaction product. The product is: [Cl:1][C:2]1[CH:8]=[CH:7][C:5]([NH:6][C:12](=[O:14])[CH3:13])=[CH:4][C:3]=1[N+:9]([O-:11])=[O:10]. (3) Given the reactants [C:1]([C:3]1[CH:31]=[CH:30][C:6]([C:7]([NH:9][CH2:10][CH2:11][NH:12][C:13]([C:15]2[C:16]([C:26]([F:29])([F:28])[F:27])=[N:17][N:18]([C:20]3[CH:25]=[CH:24][CH:23]=[CH:22][CH:21]=3)[CH:19]=2)=[O:14])=[O:8])=[CH:5][N:4]=1)#[N:2].C(=O)(O)[O-].[Na+].Cl.[NH2:38][OH:39].CCO, predict the reaction product. The product is: [OH:39][N:38]=[C:1]([C:3]1[CH:31]=[CH:30][C:6]([C:7]([NH:9][CH2:10][CH2:11][NH:12][C:13]([C:15]2[C:16]([C:26]([F:28])([F:27])[F:29])=[N:17][N:18]([C:20]3[CH:25]=[CH:24][CH:23]=[CH:22][CH:21]=3)[CH:19]=2)=[O:14])=[O:8])=[CH:5][N:4]=1)[NH2:2]. (4) The product is: [CH3:14][CH:13]1[CH2:12][N:11]([CH2:15][C:16]2[CH:24]=[CH:23][C:19]([C:20](=[O:21])[NH:63][C@H:64]3[C@H:69]4[C@@H:65]3[O:66][C:67]3[CH:73]=[CH:72][C:71]([O:74][C:75]5[C:76]6[CH2:77][CH2:78][C:79](=[O:85])[NH:80][C:81]=6[N:82]=[CH:83][CH:84]=5)=[CH:70][C:68]=34)=[CH:18][C:17]=2[C:25]([F:27])([F:28])[F:26])[CH2:10][CH:9]([CH3:29])[N:8]1[C:6]([O:5][C:1]([CH3:4])([CH3:3])[CH3:2])=[O:7]. Given the reactants [C:1]([O:5][C:6]([N:8]1[CH:13]([CH3:14])[CH2:12][N:11]([CH2:15][C:16]2[CH:24]=[CH:23][C:19]([C:20](O)=[O:21])=[CH:18][C:17]=2[C:25]([F:28])([F:27])[F:26])[CH2:10][CH:9]1[CH3:29])=[O:7])([CH3:4])([CH3:3])[CH3:2].CN(C(ON1N=NC2C=CC=NC1=2)=[N+](C)C)C.F[P-](F)(F)(F)(F)F.CCN(C(C)C)C(C)C.[NH2:63][C@H:64]1[C@H:69]2[C@@H:65]1[O:66][C:67]1[CH:73]=[CH:72][C:71]([O:74][C:75]3[CH:84]=[CH:83][N:82]=[C:81]4[C:76]=3[CH2:77][CH2:78][C:79](=[O:85])[NH:80]4)=[CH:70][C:68]=12, predict the reaction product. (5) Given the reactants [Cl:1][C:2]1[CH:7]=[CH:6][C:5]([C:8]2[S:9][CH:10]=[C:11]([C:13]3([CH2:20][NH2:21])[CH2:18][CH2:17][N:16]([CH3:19])[CH2:15][CH2:14]3)[N:12]=2)=[CH:4][CH:3]=1.[F:22][C:23]([F:36])([F:35])[C:24]1[O:28][N:27]=[C:26]([CH2:29][CH2:30][CH2:31][C:32](O)=[O:33])[N:25]=1, predict the reaction product. The product is: [Cl:1][C:2]1[CH:7]=[CH:6][C:5]([C:8]2[S:9][CH:10]=[C:11]([C:13]3([CH2:20][NH:21][C:32](=[O:33])[CH2:31][CH2:30][CH2:29][C:26]4[N:25]=[C:24]([C:23]([F:35])([F:36])[F:22])[O:28][N:27]=4)[CH2:14][CH2:15][N:16]([CH3:19])[CH2:17][CH2:18]3)[N:12]=2)=[CH:4][CH:3]=1. (6) Given the reactants [CH2:1]([O:8][C:9]([N:11]1[CH:15]([C:16](O)=[O:17])[CH2:14][S:13][C@@H:12]1[C:19]1[CH:24]=[CH:23][CH:22]=[C:21]([O:25][CH3:26])[CH:20]=1)=[O:10])[C:2]1[CH:7]=[CH:6][CH:5]=[CH:4][CH:3]=1.CCN(C(C)C)C(C)C.CN(C(ON1N=NC2C=CC=NC1=2)=[N+](C)C)C.F[P-](F)(F)(F)(F)F.[NH2:60][C:61]1[S:62][CH:63]=[C:64]([C:66]2[CH:77]=[CH:76][C:69]([C:70]([NH:72][CH:73]3[CH2:75][CH2:74]3)=[O:71])=[CH:68][CH:67]=2)[N:65]=1, predict the reaction product. The product is: [CH2:1]([O:8][C:9]([N:11]1[CH:15]([C:16](=[O:17])[NH:60][C:61]2[S:62][CH:63]=[C:64]([C:66]3[CH:67]=[CH:68][C:69]([C:70](=[O:71])[NH:72][CH:73]4[CH2:74][CH2:75]4)=[CH:76][CH:77]=3)[N:65]=2)[CH2:14][S:13][C@@H:12]1[C:19]1[CH:24]=[CH:23][CH:22]=[C:21]([O:25][CH3:26])[CH:20]=1)=[O:10])[C:2]1[CH:3]=[CH:4][CH:5]=[CH:6][CH:7]=1.